Dataset: Full USPTO retrosynthesis dataset with 1.9M reactions from patents (1976-2016). Task: Predict the reactants needed to synthesize the given product. (1) Given the product [C:12]([O:11][C:9]([N:42]1[CH2:41][CH2:40][N:39]([C:35]2[C:34]3[N:30]([CH2:23][C:24]4[CH:25]=[CH:26][CH:27]=[CH:28][CH:29]=4)[C:31](=[O:54])[N:32]([CH2:45][C:46]4[CH:53]=[CH:52][CH:51]=[CH:50][C:47]=4[C:48]#[N:49])[C:33]=3[CH:38]=[CH:37][N:36]=2)[CH2:44][CH2:43]1)=[O:10])([CH3:13])([CH3:14])[CH3:15], predict the reactants needed to synthesize it. The reactants are: [C:9](O[C:9]([O:11][C:12]([CH3:15])([CH3:14])[CH3:13])=[O:10])([O:11][C:12]([CH3:15])([CH3:14])[CH3:13])=[O:10].C(N(CC)CC)C.[CH2:23]([N:30]1[C:34]2[C:35]([N:39]3[CH2:44][CH2:43][NH:42][CH2:41][CH2:40]3)=[N:36][CH:37]=[CH:38][C:33]=2[N:32]([CH2:45][C:46]2[CH:53]=[CH:52][CH:51]=[CH:50][C:47]=2[C:48]#[N:49])[C:31]1=[O:54])[C:24]1[CH:29]=[CH:28][CH:27]=[CH:26][CH:25]=1. (2) Given the product [CH2:1]([NH:8][C:9]1[N:14]2[N:15]=[CH:16][C:17]([C:18]([NH:40][S:37]([CH3:36])(=[O:39])=[O:38])=[O:19])=[C:13]2[N:12]=[CH:11][C:10]=1[C:21]([N:23]1[CH2:28][CH2:27][N:26]([C:29]2[CH:30]=[CH:31][C:32]([F:35])=[CH:33][CH:34]=2)[CH2:25][CH2:24]1)=[O:22])[C:2]1[CH:7]=[CH:6][CH:5]=[CH:4][CH:3]=1, predict the reactants needed to synthesize it. The reactants are: [CH2:1]([NH:8][C:9]1[N:14]2[N:15]=[CH:16][C:17]([C:18](O)=[O:19])=[C:13]2[N:12]=[CH:11][C:10]=1[C:21]([N:23]1[CH2:28][CH2:27][N:26]([C:29]2[CH:34]=[CH:33][C:32]([F:35])=[CH:31][CH:30]=2)[CH2:25][CH2:24]1)=[O:22])[C:2]1[CH:7]=[CH:6][CH:5]=[CH:4][CH:3]=1.[CH3:36][S:37]([NH2:40])(=[O:39])=[O:38]. (3) Given the product [Cl:1][C:2]1[CH:3]=[CH:4][C:5]2[NH:11][CH2:10][CH2:9][CH:8]([CH2:13][CH2:14][OH:15])[NH:7][C:6]=2[N:19]=1, predict the reactants needed to synthesize it. The reactants are: [Cl:1][C:2]1[CH:3]=[CH:4][C:5]2[NH:11][C:10](=O)[CH2:9][CH:8]([CH2:13][C:14](OCC)=[O:15])[NH:7][C:6]=2[N:19]=1.[H-].[H-].[H-].[H-].[Li+].[Al+3].O1CCCC1.[OH-].[Na+]. (4) Given the product [CH2:30]([O:37][C:38]([C:40]1[N:41]([CH3:52])[N:42]=[N:43][C:44]=1[C:17]1[CH:16]=[CH:15][C:14]([CH:9]2[CH2:8][CH2:13][CH:12]([CH2:54][C:53]([O:56][CH2:57][CH3:58])=[O:55])[CH2:11][CH2:10]2)=[CH:19][CH:18]=1)=[O:39])[C:31]1[CH:32]=[CH:33][CH:34]=[CH:35][CH:36]=1, predict the reactants needed to synthesize it. The reactants are: C1(P(C2CCCCC2)[C:8]2[CH:13]=[CH:12][CH:11]=[CH:10][C:9]=2[C:14]2[C:19](OC)=[CH:18][CH:17]=[CH:16][C:15]=2OC)CCCCC1.[CH2:30]([O:37][C:38]([C:40]1[N:41]([CH3:52])[N:42]=[N:43][C:44]=1C1C=CC(Br)=CC=1)=[O:39])[C:31]1[CH:36]=[CH:35][CH:34]=[CH:33][CH:32]=1.[C:53]([O:56][CH2:57][CH3:58])(=[O:55])[CH3:54]. (5) Given the product [F:7][C:8]1[CH:13]=[CH:12][CH:11]=[CH:10][C:9]=1[C:14]1([CH2:18][NH2:19])[CH2:17][CH2:16][CH2:15]1, predict the reactants needed to synthesize it. The reactants are: [H-].[H-].[H-].[H-].[Li+].[Al+3].[F:7][C:8]1[CH:13]=[CH:12][CH:11]=[CH:10][C:9]=1[C:14]1([C:18]#[N:19])[CH2:17][CH2:16][CH2:15]1.[C@H](O)(C([O-])=O)[C@@H](O)C([O-])=O.[Na+].[K+]. (6) Given the product [Br:19][C:16]1[C:4]([C:3]([O:2][CH3:1])=[O:18])=[CH:5][C:6]([CH2:10][CH2:11][OH:12])=[CH:7][N:17]=1, predict the reactants needed to synthesize it. The reactants are: [CH3:1][O:2][C:3](=[O:18])[C:4]([C:16]#[N:17])=[CH:5][C:6]([CH2:10][CH2:11][O:12]C(=O)C)=[CH:7]OC.[BrH:19].CC(O)=O. (7) Given the product [CH:1]1([CH2:7][CH2:8][CH2:9][C@@H:10]([C:16]2[O:20][N:19]=[C:18]([C:21]([N:23]([CH3:29])[CH2:24][C:25]([OH:27])=[O:26])=[O:22])[N:17]=2)[CH2:11][C:12]([NH:14][OH:15])=[O:13])[CH2:6][CH2:5][CH2:4][CH2:3][CH2:2]1, predict the reactants needed to synthesize it. The reactants are: [CH:1]1([CH2:7][CH2:8][CH2:9][C@@H:10]([C:16]2[O:20][N:19]=[C:18]([C:21]([N:23]([CH3:29])[CH2:24][C:25]([O:27]C)=[O:26])=[O:22])[N:17]=2)[CH2:11][C:12]([NH:14][OH:15])=[O:13])[CH2:6][CH2:5][CH2:4][CH2:3][CH2:2]1.O.[OH-].[Li+].Cl. (8) The reactants are: Cl[C:2]1[CH:7]=[CH:6][C:5]([N+:8]([O-:10])=[O:9])=[CH:4][N:3]=1.CN[CH:13]([NH:16][CH3:17])[CH2:14][OH:15].[C:18](=O)([O-])[O-].[K+].[K+].O. Given the product [CH3:18][N:16]([CH3:17])[CH2:13][CH2:14][O:15][C:2]1[CH:7]=[CH:6][C:5]([N+:8]([O-:10])=[O:9])=[CH:4][N:3]=1, predict the reactants needed to synthesize it. (9) The reactants are: Cl.[NH2:2][CH2:3][C:4]1[CH:5]=[C:6]2[C:11](=[CH:12][CH:13]=1)[N:10]=[C:9]([CH3:14])[N:8]([CH:15]1[CH2:20][CH2:19][C:18](=[O:21])[NH:17][C:16]1=[O:22])[C:7]2=[O:23].[CH:24]1([C:27](Cl)=[O:28])[CH2:26][CH2:25]1.C(N(CC)C(C)C)(C)C. Given the product [O:22]=[C:16]1[CH:15]([N:8]2[C:7](=[O:23])[C:6]3[C:11](=[CH:12][CH:13]=[C:4]([CH2:3][NH:2][C:27]([CH:24]4[CH2:26][CH2:25]4)=[O:28])[CH:5]=3)[N:10]=[C:9]2[CH3:14])[CH2:20][CH2:19][C:18](=[O:21])[NH:17]1, predict the reactants needed to synthesize it. (10) Given the product [Cl:1][C:2]1[CH:3]=[CH:4][CH:5]=[C:6]2[C:10]=1[N:9]([CH2:18][C:19]#[N:20])[CH:8]=[C:7]2[S:11]([CH3:14])(=[O:13])=[O:12], predict the reactants needed to synthesize it. The reactants are: [Cl:1][C:2]1[CH:3]=[CH:4][CH:5]=[C:6]2[C:10]=1[NH:9][CH:8]=[C:7]2[S:11]([CH3:14])(=[O:13])=[O:12].[H-].[Na+].Br[CH2:18][C:19]#[N:20].O.C(OCC)(=O)C.